From a dataset of Forward reaction prediction with 1.9M reactions from USPTO patents (1976-2016). Predict the product of the given reaction. (1) Given the reactants [F:1][C:2]1[CH:16]=[CH:15][C:14]([F:17])=[CH:13][C:3]=1[O:4][C:5]1[CH:10]=[CH:9][N:8]=[C:7]([NH2:11])[C:6]=1[I:12].[N+:18]([O-])([OH:20])=[O:19].C([O-])(O)=O.[Na+], predict the reaction product. The product is: [F:1][C:2]1[CH:16]=[C:15]([N+:18]([O-:20])=[O:19])[C:14]([F:17])=[CH:13][C:3]=1[O:4][C:5]1[CH:10]=[CH:9][N:8]=[C:7]([NH2:11])[C:6]=1[I:12]. (2) Given the reactants [OH:1][C:2]1[CH:7]=[C:6]([OH:8])[CH:5]=[CH:4][C:3]=1[C:9](=[O:21])[CH:10]([C:13]1[CH:18]=[CH:17][C:16]([OH:19])=[C:15]([OH:20])[CH:14]=1)[CH2:11]Br.[C:22]([O-:25])(=O)[CH3:23].[Na+], predict the reaction product. The product is: [OH:1][C:2]1[CH:7]=[C:6]([OH:8])[CH:5]=[CH:4][C:3]=1[C:9](=[O:21])[C:10]([C:13]1[CH:18]=[CH:17][C:16]([OH:19])=[C:15]([OH:20])[CH:14]=1)=[CH2:11].[OH:8][C:6]1[CH:7]=[C:2]2[C:3]([C:9](=[O:21])[CH:10]([C:13]3[CH:18]=[CH:17][CH:16]=[CH:15][CH:14]=3)[CH:11]([C:4]3[CH:5]=[CH:23][C:22]([OH:25])=[C:2]([OH:1])[CH:3]=3)[O:1]2)=[CH:4][CH:5]=1.